Dataset: Reaction yield outcomes from USPTO patents with 853,638 reactions. Task: Predict the reaction yield, written as a fraction of the theoretical maximum amount of product (1.0 means a 100% yield; for example, 0.34 means a 34% yield). (1) The reactants are [F:1][C:2]1[C:3](B2OC(C)(C)C(C)(C)O2)=[CH:4][CH:5]=[C:6]2[C:10]=1[N:9]([Si](C(C)C)(C(C)C)C(C)C)[CH:8]=[CH:7]2.[NH2:30][C:31]1[C:36]([F:37])=[C:35](Cl)[N:34]=[C:33]([C:39]([O:41][CH3:42])=[O:40])[C:32]=1[Cl:43].[F-].[Cs+]. The catalyst is Cl[Pd](Cl)([P](C1C=CC=CC=1)(C1C=CC=CC=1)C1C=CC=CC=1)[P](C1C=CC=CC=1)(C1C=CC=CC=1)C1C=CC=CC=1.C(#N)C.O. The product is [NH2:30][C:31]1[C:36]([F:37])=[C:35]([C:3]2[C:2]([F:1])=[C:10]3[C:6]([CH:7]=[CH:8][NH:9]3)=[CH:5][CH:4]=2)[N:34]=[C:33]([C:39]([O:41][CH3:42])=[O:40])[C:32]=1[Cl:43]. The yield is 0.520. (2) The reactants are [C:1](#[N:8])[C:2]1[CH:7]=[CH:6][CH:5]=[CH:4][CH:3]=1.[Br:9][C:10]1[CH:11]=[C:12]([CH:16]=[CH:17][CH:18]=1)[CH2:13][Mg]Br.[H-].[Al+3].[Li+].[H-].[H-].[H-]. No catalyst specified. The product is [Br:9][C:10]1[CH:11]=[C:12]([CH2:13][CH:1]([NH2:8])[C:2]2[CH:7]=[CH:6][CH:5]=[CH:4][CH:3]=2)[CH:16]=[CH:17][CH:18]=1. The yield is 0.310. (3) The reactants are [C:1]1([CH3:18])[CH:6]=[CH:5][C:4]([C:7]2[C:16]([OH:17])=[CH:15][C:14]3[C:9](=[N:10][CH:11]=[CH:12][CH:13]=3)[N:8]=2)=[CH:3][CH:2]=1.Cl[C:20]1[C:29]2[C:24](=[CH:25][C:26]([O:32][CH3:33])=[C:27]([O:30][CH3:31])[CH:28]=2)[N:23]=[CH:22][CH:21]=1.O. The catalyst is CN(C)C1C=CN=CC=1.ClC1C=CC=CC=1Cl. The product is [CH3:31][O:30][C:27]1[CH:28]=[C:29]2[C:24](=[CH:25][C:26]=1[O:32][CH3:33])[N:23]=[CH:22][CH:21]=[C:20]2[O:17][C:16]1[C:7]([C:4]2[CH:3]=[CH:2][C:1]([CH3:18])=[CH:6][CH:5]=2)=[N:8][C:9]2[C:14]([CH:15]=1)=[CH:13][CH:12]=[CH:11][N:10]=2. The yield is 0.200. (4) The reactants are [Cl:1][C:2]1[N:10]=[CH:9][CH:8]=[CH:7][C:3]=1[C:4]([OH:6])=O.[CH2:11]([NH:18][CH2:19][CH2:20][O:21][Si:22]([C:25]([CH3:28])([CH3:27])[CH3:26])([CH3:24])[CH3:23])[C:12]1[CH:17]=[CH:16][CH:15]=[CH:14][CH:13]=1.C1C=CC2N(O)N=NC=2C=1.CCN=C=NCCCN(C)C.Cl. The catalyst is CN(C=O)C.O. The product is [CH2:11]([N:18]([CH2:19][CH2:20][O:21][Si:22]([C:25]([CH3:28])([CH3:27])[CH3:26])([CH3:23])[CH3:24])[C:4](=[O:6])[C:3]1[CH:7]=[CH:8][CH:9]=[N:10][C:2]=1[Cl:1])[C:12]1[CH:17]=[CH:16][CH:15]=[CH:14][CH:13]=1. The yield is 0.580. (5) The yield is 0.750. The product is [O:1]1[C:5]2[CH:6]=[CH:7][C:8]([C:10]3[S:11][CH:12]=[C:13]([C:15]([NH:29][C:27]4[NH:28][C:24]5[CH:23]=[CH:22][CH:21]=[C:20]([C:19]([F:31])([F:18])[F:30])[C:25]=5[N:26]=4)=[O:17])[N:14]=3)=[CH:9][C:4]=2[CH2:3][CH2:2]1. The catalyst is CN(C)C=O.CN(C)C1C=CN=CC=1. The reactants are [O:1]1[C:5]2[CH:6]=[CH:7][C:8]([C:10]3[S:11][CH:12]=[C:13]([C:15]([OH:17])=O)[N:14]=3)=[CH:9][C:4]=2[CH2:3][CH2:2]1.[F:18][C:19]([F:31])([F:30])[C:20]1[C:25]2[NH:26][C:27]([NH2:29])=[N:28][C:24]=2[CH:23]=[CH:22][CH:21]=1.F[P-](F)(F)(F)(F)F.N1(OC(N(C)C)=[N+](C)C)C2C=CC=CC=2N=N1.C(N(CC)C(C)C)(C)C.